This data is from Reaction yield outcomes from USPTO patents with 853,638 reactions. The task is: Predict the reaction yield, written as a fraction of the theoretical maximum amount of product (1.0 means a 100% yield; for example, 0.34 means a 34% yield). The reactants are C[O:2][C:3](=[O:32])[C:4]1[CH:9]=[CH:8][C:7]([S:10][C:11]2[CH:16]=[CH:15][C:14]([OH:17])=[CH:13][CH:12]=2)=[C:6]([NH:18][C:19]2[C:20]3[CH:28]=[CH:27][C:26]([CH:29]([CH3:31])[CH3:30])=[N:25][C:21]=3[N:22]=[CH:23][N:24]=2)[CH:5]=1.[Li+].[OH-]. The catalyst is C1COCC1. The product is [OH:17][C:14]1[CH:15]=[CH:16][C:11]([S:10][C:7]2[CH:8]=[CH:9][C:4]([C:3]([OH:32])=[O:2])=[CH:5][C:6]=2[NH:18][C:19]2[C:20]3[CH:28]=[CH:27][C:26]([CH:29]([CH3:31])[CH3:30])=[N:25][C:21]=3[N:22]=[CH:23][N:24]=2)=[CH:12][CH:13]=1. The yield is 0.730.